Dataset: Peptide-MHC class I binding affinity with 185,985 pairs from IEDB/IMGT. Task: Regression. Given a peptide amino acid sequence and an MHC pseudo amino acid sequence, predict their binding affinity value. This is MHC class I binding data. (1) The peptide sequence is VMAPRTLVL. The MHC is HLA-C04:01 with pseudo-sequence HLA-C04:01. The binding affinity (normalized) is 0.213. (2) The peptide sequence is TFKDESIFI. The MHC is HLA-A24:02 with pseudo-sequence HLA-A24:02. The binding affinity (normalized) is 0.465. (3) The binding affinity (normalized) is 0.0847. The MHC is HLA-A69:01 with pseudo-sequence HLA-A69:01. The peptide sequence is SSYRMGINK.